This data is from Full USPTO retrosynthesis dataset with 1.9M reactions from patents (1976-2016). The task is: Predict the reactants needed to synthesize the given product. (1) Given the product [C:27]1([CH2:33][O:34][C:35](=[O:48])[C@@H:36]([NH:40][C:41]([O:43][C:44]([CH3:47])([CH3:46])[CH3:45])=[O:42])[CH2:37][CH2:38][I:25])[CH:32]=[CH:31][CH:30]=[CH:29][CH:28]=1, predict the reactants needed to synthesize it. The reactants are: C1C=CC(P(C2C=CC=CC=2)C2C=CC=CC=2)=CC=1.N1C=CN=C1.[I:25]I.[C:27]1([CH2:33][O:34][C:35](=[O:48])[C@@H:36]([NH:40][C:41]([O:43][C:44]([CH3:47])([CH3:46])[CH3:45])=[O:42])[CH2:37][CH2:38]O)[CH:32]=[CH:31][CH:30]=[CH:29][CH:28]=1. (2) Given the product [N:37]([CH:3]1[C:4](=[O:21])[N:5]([CH2:17][CH:18]2[CH2:19][CH2:20]2)[C:6]2[CH:16]=[CH:15][CH:14]=[CH:13][C:7]=2[N:8]([CH2:9][CH:10]2[CH2:11][CH2:12]2)[C:2]1=[O:1])=[N+:38]=[N-:39], predict the reactants needed to synthesize it. The reactants are: [O:1]=[C:2]1[N:8]([CH2:9][CH:10]2[CH2:12][CH2:11]2)[C:7]2[CH:13]=[CH:14][CH:15]=[CH:16][C:6]=2[N:5]([CH2:17][CH:18]2[CH2:20][CH2:19]2)[C:4](=[O:21])[CH2:3]1.CC(C1C=C(C(C)C)C(S([N:37]=[N+:38]=[N-:39])(=O)=O)=C(C(C)C)C=1)C. (3) Given the product [Cl:1][C:2]1[CH:3]=[CH:4][C:5]([O:18][C:19]2[C:20]([CH2:21][OH:22])=[CH:25][CH:26]=[CH:27][C:28]=2[F:29])=[C:6]2[C:11]=1[NH:10][C:9](=[O:12])[NH:8][C:7]12[CH2:13][CH2:14][CH2:15][CH2:16][CH2:17]1, predict the reactants needed to synthesize it. The reactants are: [Cl:1][C:2]1[CH:3]=[CH:4][C:5]([O:18][C:19]2[C:28]([F:29])=[CH:27][CH:26]=[CH:25][C:20]=2[C:21](OC)=[O:22])=[C:6]2[C:11]=1[NH:10][C:9](=[O:12])[NH:8][C:7]12[CH2:17][CH2:16][CH2:15][CH2:14][CH2:13]1.[Li+].[BH4-].C(=O)(O)[O-].[Na+]. (4) Given the product [N+:11]([C:3]1[CH:4]=[CH:5][CH:6]=[C:7]([N+:8]([O-:10])=[O:9])[C:2]=1[NH:21][CH2:22][CH:23]([OH:26])[CH2:24][OH:25])([O-:13])=[O:12], predict the reactants needed to synthesize it. The reactants are: Cl[C:2]1[C:7]([N+:8]([O-:10])=[O:9])=[CH:6][CH:5]=[CH:4][C:3]=1[N+:11]([O-:13])=[O:12].C(N(CC)CC)C.[NH2:21][CH2:22][CH:23]([OH:26])[CH2:24][OH:25]. (5) Given the product [Cl:13][C:8]1[CH:9]=[CH:10][CH:11]=[CH:12][C:7]=1[CH:5]1[C:4](=[O:14])[C:3]([O:15][S:30]([CH2:29][C:23]2[CH:28]=[CH:27][CH:26]=[CH:25][CH:24]=2)(=[O:32])=[O:31])=[C:2]([NH2:1])[O:6]1, predict the reactants needed to synthesize it. The reactants are: [NH2:1][C:2]1[O:6][CH:5]([C:7]2[CH:12]=[CH:11][CH:10]=[CH:9][C:8]=2[Cl:13])[C:4](=[O:14])[C:3]=1[OH:15].C(N(CC)CC)C.[C:23]1([CH2:29][S:30](Cl)(=[O:32])=[O:31])[CH:28]=[CH:27][CH:26]=[CH:25][CH:24]=1.[Cl-].[NH4+].